This data is from Full USPTO retrosynthesis dataset with 1.9M reactions from patents (1976-2016). The task is: Predict the reactants needed to synthesize the given product. Given the product [C:2]1([CH3:1])[CH:7]=[CH:6][CH:5]=[CH:4][C:3]=1[CH2:12][CH2:13][CH:8]=[CH:9][CH2:10][CH2:14][CH2:15][CH2:16][CH3:17], predict the reactants needed to synthesize it. The reactants are: [CH2:1]=[CH:2][CH2:3][CH2:4][CH2:5][CH2:6][CH3:7].[C:8]1(C)[CH:13]=[CH:12]C=[C:10]([CH:14]=[CH:15][CH2:16][CH3:17])[CH:9]=1.